Dataset: Peptide-MHC class II binding affinity with 134,281 pairs from IEDB. Task: Regression. Given a peptide amino acid sequence and an MHC pseudo amino acid sequence, predict their binding affinity value. This is MHC class II binding data. (1) The peptide sequence is TKPEACSGEPVVVHI. The MHC is HLA-DQA10101-DQB10501 with pseudo-sequence HLA-DQA10101-DQB10501. The binding affinity (normalized) is 0. (2) The binding affinity (normalized) is 0.426. The MHC is DRB5_0101 with pseudo-sequence DRB5_0101. The peptide sequence is AIKAGTGGAYESYKF. (3) The peptide sequence is LHDLKIAIANIIDEI. The MHC is HLA-DQA10501-DQB10301 with pseudo-sequence HLA-DQA10501-DQB10301. The binding affinity (normalized) is 0.622. (4) The peptide sequence is EKKEFAATQFEPLAA. The MHC is HLA-DPA10103-DPB10401 with pseudo-sequence HLA-DPA10103-DPB10401. The binding affinity (normalized) is 0.892. (5) The peptide sequence is KGSNPNYLALLVKYVNGDGD. The MHC is DRB1_1101 with pseudo-sequence DRB1_1101. The binding affinity (normalized) is 0.713. (6) The binding affinity (normalized) is 0.613. The MHC is DRB1_0701 with pseudo-sequence DRB1_0701. The peptide sequence is HYPLHLRYYRITYGE. (7) The peptide sequence is MLSPMLHHWIKVEYG. The MHC is HLA-DQA10501-DQB10303 with pseudo-sequence HLA-DQA10501-DQB10303. The binding affinity (normalized) is 0.308.